This data is from Peptide-MHC class I binding affinity with 185,985 pairs from IEDB/IMGT. The task is: Regression. Given a peptide amino acid sequence and an MHC pseudo amino acid sequence, predict their binding affinity value. This is MHC class I binding data. (1) The peptide sequence is FSKIPLASL. The MHC is Mamu-A01 with pseudo-sequence Mamu-A01. The binding affinity (normalized) is 0.579. (2) The peptide sequence is KTKISVEKI. The MHC is HLA-A31:01 with pseudo-sequence HLA-A31:01. The binding affinity (normalized) is 0.142. (3) The peptide sequence is RIQRRDDVDR. The MHC is HLA-A33:01 with pseudo-sequence HLA-A33:01. The binding affinity (normalized) is 0.0964. (4) The peptide sequence is VMCVCRDNWH. The MHC is HLA-A68:01 with pseudo-sequence HLA-A68:01. The binding affinity (normalized) is 0.0177. (5) The peptide sequence is KSDPIMLLK. The MHC is HLA-B07:02 with pseudo-sequence HLA-B07:02. The binding affinity (normalized) is 0.0847. (6) The peptide sequence is PSYQLPLPM. The MHC is HLA-A68:02 with pseudo-sequence HLA-A68:02. The binding affinity (normalized) is 0.0847.